Dataset: NCI-60 drug combinations with 297,098 pairs across 59 cell lines. Task: Regression. Given two drug SMILES strings and cell line genomic features, predict the synergy score measuring deviation from expected non-interaction effect. Drug 1: C1CCC(C(C1)N)N.C(=O)(C(=O)[O-])[O-].[Pt+4]. Drug 2: C1C(C(OC1N2C=NC(=NC2=O)N)CO)O. Cell line: MDA-MB-435. Synergy scores: CSS=23.9, Synergy_ZIP=-4.23, Synergy_Bliss=-2.11, Synergy_Loewe=-1.32, Synergy_HSA=-0.949.